This data is from CYP3A4 inhibition data for predicting drug metabolism from PubChem BioAssay. The task is: Regression/Classification. Given a drug SMILES string, predict its absorption, distribution, metabolism, or excretion properties. Task type varies by dataset: regression for continuous measurements (e.g., permeability, clearance, half-life) or binary classification for categorical outcomes (e.g., BBB penetration, CYP inhibition). Dataset: cyp3a4_veith. (1) The molecule is O=C(NOC(=O)c1cc(Br)ccc1Cl)c1cccs1. The result is 0 (non-inhibitor). (2) The molecule is O=C(NCc1ccccc1)[C@H]1C[C@@H]1[C@H](NP(=O)(c1ccccc1)c1ccccc1)c1ccccc1. The result is 1 (inhibitor). (3) The molecule is COc1ccc(C(=O)NC(NC(=S)Nc2ccc(S(N)(=O)=O)cc2)C(Cl)(Cl)Cl)cc1. The result is 1 (inhibitor).